Task: Predict the product of the given reaction.. Dataset: Forward reaction prediction with 1.9M reactions from USPTO patents (1976-2016) (1) Given the reactants C(OC(=O)[NH:7][CH2:8][C:9]1[CH:10]=[N:11][CH:12]=[C:13]([C:15]2[CH:20]=[CH:19][CH:18]=[C:17]([CH2:21][NH:22][C:23]3[N:28]=[C:27]([NH:29][CH2:30][CH:31]4[CH2:36][CH2:35][CH:34]([CH2:37][OH:38])[CH2:33][CH2:32]4)[C:26]([N+:39]([O-:41])=[O:40])=[CH:25][N:24]=3)[C:16]=2[CH3:42])[CH:14]=1)(C)(C)C.Cl.O1CCOCC1, predict the reaction product. The product is: [NH2:7][CH2:8][C:9]1[CH:14]=[C:13]([C:15]2[C:16]([CH3:42])=[C:17]([CH:18]=[CH:19][CH:20]=2)[CH2:21][NH:22][C:23]2[N:28]=[C:27]([NH:29][CH2:30][C@H:31]3[CH2:32][CH2:33][C@H:34]([CH2:37][OH:38])[CH2:35][CH2:36]3)[C:26]([N+:39]([O-:41])=[O:40])=[CH:25][N:24]=2)[CH:12]=[N:11][CH:10]=1. (2) Given the reactants [CH3:1][O:2][C:3]1[CH:4]=[CH:5][C:6]2[NH:12][C:11](=[O:13])[N:10]([CH:14]3[CH2:19][CH2:18][NH:17][CH2:16][CH2:15]3)[CH2:9][CH2:8][C:7]=2[CH:20]=1.Cl[C:22]1[N:27]=[CH:26][N:25]=[C:24]([O:28][C:29]2[CH:38]=[C:37]([CH3:39])[C:32]3[NH:33][C:34](=[O:36])[O:35][C:31]=3[CH:30]=2)[CH:23]=1.CCN(C(C)C)C(C)C, predict the reaction product. The product is: [CH3:1][O:2][C:3]1[CH:4]=[CH:5][C:6]2[NH:12][C:11](=[O:13])[N:10]([CH:14]3[CH2:19][CH2:18][N:17]([C:22]4[CH:23]=[C:24]([O:28][C:29]5[CH:38]=[C:37]([CH3:39])[C:32]6[NH:33][C:34](=[O:36])[O:35][C:31]=6[CH:30]=5)[N:25]=[CH:26][N:27]=4)[CH2:16][CH2:15]3)[CH2:9][CH2:8][C:7]=2[CH:20]=1. (3) Given the reactants [OH:1][C:2]1[CH:3]=[CH:4][C:5]([NH:12][S:13]([C:16]2[CH:21]=[CH:20][C:19]([CH3:22])=[CH:18][CH:17]=2)(=[O:15])=[O:14])=[C:6]([CH:11]=1)[C:7]([O:9][CH3:10])=[O:8].F[C:24]1[CH:29]=[CH:28][C:27]([N+:30]([O-:32])=[O:31])=[C:26]([C:33]#[N:34])[CH:25]=1.C(=O)([O-])[O-].[K+].[K+], predict the reaction product. The product is: [CH3:10][O:9][C:7](=[O:8])[C:6]1[CH:11]=[C:2]([O:1][C:24]2[CH:29]=[CH:28][C:27]([N+:30]([O-:32])=[O:31])=[C:26]([C:33]#[N:34])[CH:25]=2)[CH:3]=[CH:4][C:5]=1[NH:12][S:13]([C:16]1[CH:21]=[CH:20][C:19]([CH3:22])=[CH:18][CH:17]=1)(=[O:15])=[O:14]. (4) Given the reactants Br[C:2]1[CH:7]=[CH:6][C:5]([N+:8]([O-:10])=[O:9])=[C:4]([CH:11]([F:13])[F:12])[CH:3]=1.[NH:14]1[CH2:19][CH2:18][O:17][CH2:16][C:15]1=[O:20].CNCCNC.C([O-])([O-])=O.[K+].[K+], predict the reaction product. The product is: [F:12][CH:11]([F:13])[C:4]1[CH:3]=[C:2]([N:14]2[CH2:19][CH2:18][O:17][CH2:16][C:15]2=[O:20])[CH:7]=[CH:6][C:5]=1[N+:8]([O-:10])=[O:9]. (5) Given the reactants [CH2:1]([O:3][C@H:4]([C:17]([O:19][CH2:20][CH3:21])=[O:18])[CH2:5][C:6]1[CH:16]=[CH:15][C:9]([O:10][CH2:11][C:12]([OH:14])=O)=[CH:8][CH:7]=1)[CH3:2].Cl.[CH:23]1([CH2:29][NH:30][CH2:31][CH2:32][CH2:33][CH2:34][CH2:35][CH2:36][CH3:37])[CH2:28][CH2:27][CH2:26][CH2:25][CH2:24]1.Cl.C(N=C=NCCCN(C)C)C, predict the reaction product. The product is: [CH:23]1([CH2:29][N:30]([CH2:31][CH2:32][CH2:33][CH2:34][CH2:35][CH2:36][CH3:37])[C:12](=[O:14])[CH2:11][O:10][C:9]2[CH:8]=[CH:7][C:6]([CH2:5][C@H:4]([O:3][CH2:1][CH3:2])[C:17]([O:19][CH2:20][CH3:21])=[O:18])=[CH:16][CH:15]=2)[CH2:28][CH2:27][CH2:26][CH2:25][CH2:24]1.